Dataset: Reaction yield outcomes from USPTO patents with 853,638 reactions. Task: Predict the reaction yield, written as a fraction of the theoretical maximum amount of product (1.0 means a 100% yield; for example, 0.34 means a 34% yield). The reactants are Br[Zn][CH2:3][C:4]([O:6][CH2:7][CH3:8])=[O:5].[C:9]1([CH3:17])[CH:14]=[CH:13][C:12]([C:15]#N)=[CH:11][CH:10]=1.Cl.C(OCC)(=[O:21])C. The catalyst is C1COCC1. The product is [CH3:17][C:9]1[CH:14]=[CH:13][C:12]([C:15](=[O:21])[CH2:3][C:4]([O:6][CH2:7][CH3:8])=[O:5])=[CH:11][CH:10]=1. The yield is 0.910.